Dataset: Peptide-MHC class II binding affinity with 134,281 pairs from IEDB. Task: Regression. Given a peptide amino acid sequence and an MHC pseudo amino acid sequence, predict their binding affinity value. This is MHC class II binding data. (1) The peptide sequence is NKFVSPKSVIGTFVA. The MHC is DRB1_0802 with pseudo-sequence DRB1_0802. The binding affinity (normalized) is 0.607. (2) The peptide sequence is MGVSDVPRDLEVVAA. The MHC is HLA-DPA10103-DPB10301 with pseudo-sequence HLA-DPA10103-DPB10301. The binding affinity (normalized) is 0.261. (3) The peptide sequence is KKLVGGVVLLGAMLVGQ. The MHC is HLA-DQA10103-DQB10603 with pseudo-sequence HLA-DQA10103-DQB10603. The binding affinity (normalized) is 0.500. (4) The peptide sequence is NLLQERLKKLKSEHG. The MHC is HLA-DQA10101-DQB10501 with pseudo-sequence HLA-DQA10101-DQB10501. The binding affinity (normalized) is 0.108. (5) The peptide sequence is EVQKVSQPATGAATV. The MHC is HLA-DPA10103-DPB10401 with pseudo-sequence HLA-DPA10103-DPB10401. The binding affinity (normalized) is 0.0298. (6) The peptide sequence is DIDLGRNEVVNDVST. The MHC is DRB1_1001 with pseudo-sequence DRB1_1001. The binding affinity (normalized) is 0.372. (7) The peptide sequence is DGQGKAVWGKNSCAK. The MHC is HLA-DQA10501-DQB10201 with pseudo-sequence HLA-DQA10501-DQB10201. The binding affinity (normalized) is 0. (8) The MHC is HLA-DQA10501-DQB10301 with pseudo-sequence HLA-DQA10501-DQB10301. The peptide sequence is AYSIEFGTNISKEHD. The binding affinity (normalized) is 0.307. (9) The peptide sequence is SGTYCLNVSLADTNS. The MHC is DRB1_0802 with pseudo-sequence DRB1_0802. The binding affinity (normalized) is 0.